Dataset: Catalyst prediction with 721,799 reactions and 888 catalyst types from USPTO. Task: Predict which catalyst facilitates the given reaction. (1) Reactant: [Cl:1][C:2]1[CH:7]=[CH:6][C:5]([CH2:8][N:9]([CH2:12][CH3:13])[CH2:10][CH3:11])=[CH:4][C:3]=1[CH2:14]O.P(Br)(Br)[Br:17]. Product: [Br:17][CH2:14][C:3]1[CH:4]=[C:5]([CH2:8][N:9]([CH2:12][CH3:13])[CH2:10][CH3:11])[CH:6]=[CH:7][C:2]=1[Cl:1]. The catalyst class is: 4. (2) Reactant: [F:1][C:2]1[C:3]([CH2:8][O:9][C:10]2[CH:18]=[CH:17][C:13]([C:14](O)=O)=[C:12]([N:19]3[CH2:28][C:27]4[C:22](=[CH:23][CH:24]=[CH:25][CH:26]=4)[NH:21][C:20]3=[O:29])[CH:11]=2)=[N:4][CH:5]=[CH:6][CH:7]=1.CC[N:32]=C=NCCCN(C)C.C(N(CC)CC)C.CN(C=O)C. Product: [F:1][C:2]1[C:3]([CH2:8][O:9][C:10]2[CH:18]=[CH:17][C:13]([C:14]#[N:32])=[C:12]([N:19]3[CH2:28][C:27]4[C:22](=[CH:23][CH:24]=[CH:25][CH:26]=4)[NH:21][C:20]3=[O:29])[CH:11]=2)=[N:4][CH:5]=[CH:6][CH:7]=1. The catalyst class is: 6. (3) Reactant: [N:1]1[C:10]2[C:5](=[CH:6][CH:7]=[CH:8][CH:9]=2)[CH:4]=[CH:3][C:2]=1[CH2:11][O:12][C:13]1[CH:18]=[CH:17][C:16]([CH2:19][C:20]([O:22][CH2:23][C:24](=O)[C:25]2[CH:26]=[N:27][CH:28]=[CH:29][CH:30]=2)=[O:21])=[CH:15][CH:14]=1.[H-].[Na+]. Product: [N:27]1[CH:28]=[CH:29][CH:30]=[C:25]([C:24]2[CH2:23][O:22][C:20](=[O:21])[C:19]=2[C:16]2[CH:15]=[CH:14][C:13]([O:12][CH2:11][C:2]3[CH:3]=[CH:4][C:5]4[C:10](=[CH:9][CH:8]=[CH:7][CH:6]=4)[N:1]=3)=[CH:18][CH:17]=2)[CH:26]=1. The catalyst class is: 3. (4) Reactant: [Cl:1][C:2]1[CH:8]=[CH:7][CH:6]=[CH:5][C:3]=1[NH2:4].[C:9]([C:11]1[C:16]([F:17])=[CH:15][C:14](F)=[CH:13][N:12]=1)#[N:10]. Product: [NH2:10][CH2:9][C:11]1[N:12]=[CH:13][C:14]([NH:4][C:3]2[CH:5]=[CH:6][CH:7]=[CH:8][C:2]=2[Cl:1])=[CH:15][C:16]=1[F:17]. The catalyst class is: 181. (5) Reactant: [O:1]1[C:5]2[CH:6]=[CH:7][CH:8]=[CH:9][C:4]=2[CH2:3][C:2]1=O.[H-].[Na+].[CH3:13]I.CN([CH:18]=[O:19])C. Product: [CH3:2][C:3]1([CH3:13])[C:4]2[CH:9]=[CH:8][CH:7]=[CH:6][C:5]=2[O:1][C:18]1=[O:19]. The catalyst class is: 1. (6) Reactant: Cl.[OH:2][CH:3]1[O:11][C@H:10]([CH2:12][OH:13])[C@@H:8]([OH:9])[C@H:6]([OH:7])[C@H:4]1[NH2:5].[CH2:14](N)CN. Product: [NH2:5][C@@H:4]1[C@@H:6]([OH:7])[C@H:8]([OH:9])[C@@H:10]([CH2:12][OH:13])[O:11][C@H:3]1[O:2][CH3:14]. The catalyst class is: 51.